This data is from Peptide-MHC class I binding affinity with 185,985 pairs from IEDB/IMGT. The task is: Regression. Given a peptide amino acid sequence and an MHC pseudo amino acid sequence, predict their binding affinity value. This is MHC class I binding data. (1) The peptide sequence is HLNPNKTKR. The MHC is Patr-A0101 with pseudo-sequence Patr-A0101. The binding affinity (normalized) is 0.559. (2) The peptide sequence is NLLCHIYSL. The MHC is HLA-A32:01 with pseudo-sequence HLA-A32:01. The binding affinity (normalized) is 0.497. (3) The binding affinity (normalized) is 0.0847. The MHC is HLA-B58:01 with pseudo-sequence HLA-B58:01. The peptide sequence is GRIDKPILK. (4) The peptide sequence is GRQTALFL. The MHC is HLA-B27:05 with pseudo-sequence HLA-B27:05. The binding affinity (normalized) is 0.340. (5) The peptide sequence is VPLSFAAL. The MHC is H-2-Dd with pseudo-sequence H-2-Dd. The binding affinity (normalized) is 0.138. (6) The peptide sequence is GMSWITQGL. The MHC is HLA-B08:02 with pseudo-sequence HLA-B08:02. The binding affinity (normalized) is 0.0847. (7) The peptide sequence is NRRFVNVVP. The MHC is HLA-B58:01 with pseudo-sequence HLA-B58:01. The binding affinity (normalized) is 0.0847. (8) The peptide sequence is NRYFYCQL. The MHC is HLA-A02:03 with pseudo-sequence HLA-A02:03. The binding affinity (normalized) is 0. (9) The peptide sequence is DHQAAFQYI. The MHC is HLA-A68:01 with pseudo-sequence HLA-A68:01. The binding affinity (normalized) is 0.174.